Task: Predict the reaction yield, written as a fraction of the theoretical maximum amount of product (1.0 means a 100% yield; for example, 0.34 means a 34% yield).. Dataset: Reaction yield outcomes from USPTO patents with 853,638 reactions The reactants are [Br:1][C:2]1[CH:7]=[CH:6][C:5]([OH:8])=[CH:4][CH:3]=1.C(=O)([O-])[O-].[K+].[K+].Br[CH2:16][CH2:17][CH2:18][Cl:19]. The catalyst is CC(=O)CC. The product is [Br:1][C:2]1[CH:7]=[CH:6][C:5]([O:8][CH2:16][CH2:17][CH2:18][Cl:19])=[CH:4][CH:3]=1. The yield is 0.940.